From a dataset of Forward reaction prediction with 1.9M reactions from USPTO patents (1976-2016). Predict the product of the given reaction. (1) Given the reactants [CH3:1][C:2]1[S:3][C:4]2[CH:10]=[CH:9][C:8]([C:11]([OH:13])=O)=[CH:7][C:5]=2[N:6]=1.CN(C(ON1N=NC2C=CC=NC1=2)=[N+](C)C)C.F[P-](F)(F)(F)(F)F.[C:38]([C:42]1[CH:48]=[CH:47][C:45]([NH2:46])=[CH:44][CH:43]=1)([CH3:41])([CH3:40])[CH3:39].CCN(CC)CC, predict the reaction product. The product is: [C:38]([C:42]1[CH:43]=[CH:44][C:45]([NH:46][C:11]([C:8]2[CH:9]=[CH:10][C:4]3[S:3][C:2]([CH3:1])=[N:6][C:5]=3[CH:7]=2)=[O:13])=[CH:47][CH:48]=1)([CH3:41])([CH3:39])[CH3:40]. (2) The product is: [Cl:10][C:6]1[C:7]([C:8]#[N:9])=[C:2]([NH:18][C:17]2[CH:19]=[C:20]([O:22][CH3:23])[CH:21]=[C:15]([O:14][CH3:13])[CH:16]=2)[N:3]=[C:4]([S:11][CH3:12])[N:5]=1. Given the reactants Cl[C:2]1[C:7]([C:8]#[N:9])=[C:6]([Cl:10])[N:5]=[C:4]([S:11][CH3:12])[N:3]=1.[CH3:13][O:14][C:15]1[CH:16]=[C:17]([CH:19]=[C:20]([O:22][CH3:23])[CH:21]=1)[NH2:18].CCN(C(C)C)C(C)C, predict the reaction product. (3) Given the reactants B(F)(F)F.C[CH2:6][O:7][CH2:8][CH3:9].C([C@@:12]1([C:21]([O:23][CH3:24])=O)[CH2:16][C:15]2[CH:17]=[CH:18][CH:19]=[CH:20][C:14]=2[O:13]1)C.C[Si]([C:29]#[N:30])(C)C.[CH3:31]O, predict the reaction product. The product is: [C:29]([C:8]1([CH3:9])[O:7][C:6]2[C:17]3[CH:18]=[CH:19][CH:20]=[C:14]([O:13][CH3:31])[C:15]=3[CH:16]=[CH:12][C:21]=2[O:23][CH2:24]1)#[N:30]. (4) Given the reactants [Br:1][C:2]1[CH:7]=[CH:6][CH:5]=[C:4](/[CH:8]=[CH:9]/[N:10]=[C:11]=[O:12])[CH:3]=1.C(N(CCCC)CCCC)CCC.O(C1C=CC=CC=1)C1C=CC=CC=1, predict the reaction product. The product is: [Br:1][C:2]1[CH:3]=[C:4]2[C:5](=[CH:6][CH:7]=1)[C:11](=[O:12])[NH:10][CH:9]=[CH:8]2. (5) Given the reactants C([O:3][C:4]([C:6]1[N:7]=[CH:8][S:9][C:10]=1[C:11]1[CH:16]=[CH:15][CH:14]=[CH:13][CH:12]=1)=O)C.[H-].[H-].[H-].[H-].[Li+].[Al+3], predict the reaction product. The product is: [C:11]1([C:10]2[S:9][CH:8]=[N:7][C:6]=2[CH2:4][OH:3])[CH:12]=[CH:13][CH:14]=[CH:15][CH:16]=1. (6) Given the reactants O[CH2:2][C:3]1[CH:7]=[C:6]([CH2:8][NH:9][C:10]2[N:15]=[C:14]([NH:16][C:17]3[NH:21][N:20]=[C:19]([CH2:22][CH2:23][C:24]4[CH:25]=[C:26]([OH:30])[CH:27]=[CH:28][CH:29]=4)[CH:18]=3)[CH:13]=[CH:12][N:11]=2)[O:5][N:4]=1.S(Cl)(Cl)=O.[CH3:35][NH:36][CH3:37], predict the reaction product. The product is: [CH3:35][N:36]([CH2:2][C:3]1[CH:7]=[C:6]([CH2:8][NH:9][C:10]2[N:15]=[C:14]([NH:16][C:17]3[NH:21][N:20]=[C:19]([CH2:22][CH2:23][C:24]4[CH:25]=[C:26]([OH:30])[CH:27]=[CH:28][CH:29]=4)[CH:18]=3)[CH:13]=[CH:12][N:11]=2)[O:5][N:4]=1)[CH3:37]. (7) Given the reactants O.NN.[N:4]1([C:14]([C:16]2[CH:20]=[C:19]([N:21]3C(=O)C4C(=CC=CC=4)C3=O)[S:18][N:17]=2)=[O:15])[C@@H:13]2[C@@H:8]([CH2:9][CH2:10][CH2:11][CH2:12]2)[CH2:7][CH2:6][CH2:5]1, predict the reaction product. The product is: [NH2:21][C:19]1[S:18][N:17]=[C:16]([C:14]([N:4]2[C@@H:13]3[C@@H:8]([CH2:9][CH2:10][CH2:11][CH2:12]3)[CH2:7][CH2:6][CH2:5]2)=[O:15])[CH:20]=1. (8) Given the reactants [CH3:1][S:2][C:3]1[CH:8]=[CH:7][C:6]([CH2:9][CH2:10][C:11]([O:13][CH3:14])=[O:12])=[CH:5][CH:4]=1.C[OH:16], predict the reaction product. The product is: [CH3:1][S:2]([C:3]1[CH:4]=[CH:5][C:6]([CH2:9][CH2:10][C:11]([O:13][CH3:14])=[O:12])=[CH:7][CH:8]=1)=[O:16]. (9) Given the reactants [Cl:1][C:2]1[CH:3]=[CH:4][C:5]2[N:11]3[CH2:12][C@H:8]([CH2:9][CH2:10]3)[NH:7][C:6]=2[N:13]=1.ClC1C=CC([N:21]([C:25]2[CH:30]=[CH:29][C:28]([F:31])=[CH:27][N:26]=2)[C:22](=O)[O-:23])=CC=1, predict the reaction product. The product is: [Cl:1][C:2]1[CH:3]=[CH:4][C:5]2[N:11]3[CH2:12][C@H:8]([CH2:9][CH2:10]3)[N:7]([C:22]([NH:21][C:25]3[CH:30]=[CH:29][C:28]([F:31])=[CH:27][N:26]=3)=[O:23])[C:6]=2[N:13]=1.